This data is from Reaction yield outcomes from USPTO patents with 853,638 reactions. The task is: Predict the reaction yield, written as a fraction of the theoretical maximum amount of product (1.0 means a 100% yield; for example, 0.34 means a 34% yield). (1) The reactants are S(Cl)(Cl)=O.[F:5][C:6]1[CH:7]=[C:8]([CH:12]=[CH:13][C:14]=1[CH3:15])[C:9]([OH:11])=[O:10].[C:16]1(C)C=CC=CC=1. No catalyst specified. The product is [CH3:16][O:10][C:9](=[O:11])[C:8]1[CH:12]=[CH:13][C:14]([CH3:15])=[C:6]([F:5])[CH:7]=1. The yield is 0.830. (2) The reactants are [CH3:1][NH2:2].[Cl:3][C:4]1[C:5]([O:12][CH:13]([CH3:15])[CH3:14])=[C:6]([CH:9]=[CH:10][CH:11]=1)[CH:7]=O.[BH4-].[Na+]. The catalyst is CO. The product is [Cl:3][C:4]1[C:5]([O:12][CH:13]([CH3:15])[CH3:14])=[C:6]([CH:9]=[CH:10][CH:11]=1)[CH2:7][CH2:1][NH2:2]. The yield is 0.930. (3) The reactants are [CH2:1]([C@@H:8]1[NH:13][CH2:12][CH2:11][N:10]([C:14]2[CH:23]=[CH:22][C:21]([O:24][CH3:25])=[C:20]3[C:15]=2[CH:16]=[CH:17][C:18]([C:26]([F:29])([F:28])[F:27])=[N:19]3)[CH2:9]1)[C:2]1[CH:7]=[CH:6][CH:5]=[CH:4][CH:3]=1.[CH3:30][C:31]1[NH:35][N:34]=[C:33]([CH2:36][C:37](O)=[O:38])[N:32]=1. No catalyst specified. The product is [CH2:1]([C@H:8]1[CH2:9][N:10]([C:14]2[CH:23]=[CH:22][C:21]([O:24][CH3:25])=[C:20]3[C:15]=2[CH:16]=[CH:17][C:18]([C:26]([F:29])([F:27])[F:28])=[N:19]3)[CH2:11][CH2:12][N:13]1[C:37](=[O:38])[CH2:36][C:33]1[NH:34][N:35]=[C:31]([CH3:30])[N:32]=1)[C:2]1[CH:7]=[CH:6][CH:5]=[CH:4][CH:3]=1. The yield is 0.120. (4) The reactants are Br[CH2:2][C:3]1[CH:8]=[CH:7][C:6]([C:9]2[CH:16]=[CH:15][CH:14]=[CH:13][C:10]=2[C:11]#[N:12])=[CH:5][CH:4]=1.C(=O)(O)[O-:18].[Na+].O. The catalyst is CS(C)=O. The product is [CH:2]([C:3]1[CH:8]=[CH:7][C:6]([C:9]2[CH:16]=[CH:15][CH:14]=[CH:13][C:10]=2[C:11]#[N:12])=[CH:5][CH:4]=1)=[O:18]. The yield is 0.630. (5) The reactants are [Br:1][C:2]1[CH:3]=[C:4]2[C:8](=[CH:9][CH:10]=1)[NH:7][C:6](=[O:11])/[C:5]/2=[N:12]\[C:13]1[CH:18]=[CH:17][CH:16]=[C:15]([C:19]([F:22])([F:21])[F:20])[CH:14]=1.C(N(CC)CC)C.[C:30]1(B(O)O)[CH:35]=[CH:34][CH:33]=[CH:32][CH:31]=1. The catalyst is C(Cl)Cl.C([O-])(=O)C.[Cu+2].C([O-])(=O)C. The product is [Br:1][C:2]1[CH:3]=[C:4]2[C:8](=[CH:9][CH:10]=1)[N:7]([C:30]1[CH:35]=[CH:34][CH:33]=[CH:32][CH:31]=1)[C:6](=[O:11])/[C:5]/2=[N:12]\[C:13]1[CH:18]=[CH:17][CH:16]=[C:15]([C:19]([F:20])([F:22])[F:21])[CH:14]=1. The yield is 0.200. (6) The reactants are [CH3:1][O:2][C:3]([C:5]1([NH:12][C:13]([O:15][C:16]([CH3:19])([CH3:18])[CH3:17])=[O:14])[CH2:7][CH:6]1[CH2:8][CH2:9]SC)=[O:4].O[O:21][S:22]([O-:24])=O.[K+].[CH3:26]O. The catalyst is O. The product is [CH3:1][O:2][C:3]([C:5]1([NH:12][C:13]([O:15][C:16]([CH3:18])([CH3:17])[CH3:19])=[O:14])[CH2:7][CH:6]1[CH2:8][CH2:9][S:22]([CH3:26])(=[O:24])=[O:21])=[O:4]. The yield is 0.710.